Regression. Given two drug SMILES strings and cell line genomic features, predict the synergy score measuring deviation from expected non-interaction effect. From a dataset of NCI-60 drug combinations with 297,098 pairs across 59 cell lines. (1) Drug 1: CCC(=C(C1=CC=CC=C1)C2=CC=C(C=C2)OCCN(C)C)C3=CC=CC=C3.C(C(=O)O)C(CC(=O)O)(C(=O)O)O. Drug 2: C1C(C(OC1N2C=NC(=NC2=O)N)CO)O. Cell line: U251. Synergy scores: CSS=1.32, Synergy_ZIP=-0.0497, Synergy_Bliss=0.266, Synergy_Loewe=-3.65, Synergy_HSA=-1.49. (2) Drug 1: CN1C(=O)N2C=NC(=C2N=N1)C(=O)N. Drug 2: CC1C(C(CC(O1)OC2CC(OC(C2O)C)OC3=CC4=CC5=C(C(=O)C(C(C5)C(C(=O)C(C(C)O)O)OC)OC6CC(C(C(O6)C)O)OC7CC(C(C(O7)C)O)OC8CC(C(C(O8)C)O)(C)O)C(=C4C(=C3C)O)O)O)O. Cell line: A498. Synergy scores: CSS=8.77, Synergy_ZIP=2.93, Synergy_Bliss=1.54, Synergy_Loewe=-46.9, Synergy_HSA=-2.06. (3) Drug 1: CCN(CC)CCNC(=O)C1=C(NC(=C1C)C=C2C3=C(C=CC(=C3)F)NC2=O)C. Drug 2: CC1C(C(CC(O1)OC2CC(CC3=C2C(=C4C(=C3O)C(=O)C5=CC=CC=C5C4=O)O)(C(=O)C)O)N)O. Cell line: SNB-75. Synergy scores: CSS=47.2, Synergy_ZIP=3.57, Synergy_Bliss=5.64, Synergy_Loewe=-20.5, Synergy_HSA=6.07. (4) Drug 1: CS(=O)(=O)CCNCC1=CC=C(O1)C2=CC3=C(C=C2)N=CN=C3NC4=CC(=C(C=C4)OCC5=CC(=CC=C5)F)Cl. Drug 2: CC1C(C(CC(O1)OC2CC(CC3=C2C(=C4C(=C3O)C(=O)C5=C(C4=O)C(=CC=C5)OC)O)(C(=O)CO)O)N)O.Cl. Cell line: SW-620. Synergy scores: CSS=31.0, Synergy_ZIP=2.56, Synergy_Bliss=2.26, Synergy_Loewe=-22.4, Synergy_HSA=1.41. (5) Drug 1: C1=CC(=CC=C1CCCC(=O)O)N(CCCl)CCCl. Drug 2: C1CN1P(=S)(N2CC2)N3CC3. Cell line: SF-268. Synergy scores: CSS=54.8, Synergy_ZIP=3.65, Synergy_Bliss=6.93, Synergy_Loewe=7.00, Synergy_HSA=7.67. (6) Drug 1: CC1CCC2CC(C(=CC=CC=CC(CC(C(=O)C(C(C(=CC(C(=O)CC(OC(=O)C3CCCCN3C(=O)C(=O)C1(O2)O)C(C)CC4CCC(C(C4)OC)O)C)C)O)OC)C)C)C)OC. Drug 2: C(CCl)NC(=O)N(CCCl)N=O. Cell line: U251. Synergy scores: CSS=52.4, Synergy_ZIP=-6.82, Synergy_Bliss=-1.03, Synergy_Loewe=0.953, Synergy_HSA=0.900. (7) Drug 1: CCC1=CC2CC(C3=C(CN(C2)C1)C4=CC=CC=C4N3)(C5=C(C=C6C(=C5)C78CCN9C7C(C=CC9)(C(C(C8N6C)(C(=O)OC)O)OC(=O)C)CC)OC)C(=O)OC.C(C(C(=O)O)O)(C(=O)O)O. Drug 2: C1=C(C(=O)NC(=O)N1)F. Cell line: A498. Synergy scores: CSS=54.2, Synergy_ZIP=-8.49, Synergy_Bliss=-8.66, Synergy_Loewe=-1.79, Synergy_HSA=-1.33. (8) Drug 1: CCC1=CC2CC(C3=C(CN(C2)C1)C4=CC=CC=C4N3)(C5=C(C=C6C(=C5)C78CCN9C7C(C=CC9)(C(C(C8N6C)(C(=O)OC)O)OC(=O)C)CC)OC)C(=O)OC.C(C(C(=O)O)O)(C(=O)O)O. Drug 2: CCCCC(=O)OCC(=O)C1(CC(C2=C(C1)C(=C3C(=C2O)C(=O)C4=C(C3=O)C=CC=C4OC)O)OC5CC(C(C(O5)C)O)NC(=O)C(F)(F)F)O. Cell line: A549. Synergy scores: CSS=30.8, Synergy_ZIP=-1.59, Synergy_Bliss=-4.37, Synergy_Loewe=-2.21, Synergy_HSA=-3.24. (9) Synergy scores: CSS=81.9, Synergy_ZIP=-0.842, Synergy_Bliss=-2.54, Synergy_Loewe=-2.99, Synergy_HSA=-1.16. Drug 2: B(C(CC(C)C)NC(=O)C(CC1=CC=CC=C1)NC(=O)C2=NC=CN=C2)(O)O. Cell line: TK-10. Drug 1: C1=NC2=C(N=C(N=C2N1C3C(C(C(O3)CO)O)F)Cl)N.